From a dataset of Full USPTO retrosynthesis dataset with 1.9M reactions from patents (1976-2016). Predict the reactants needed to synthesize the given product. Given the product [F:24][C:21]1[CH:20]=[CH:19][C:18]([N:14]2[C:15](=[O:17])[CH2:16][CH:12]([CH2:11][O:10][C:7]3[CH:8]=[CH:9][C:4]([C:3]([OH:25])=[O:2])=[CH:5][CH:6]=3)[CH2:13]2)=[CH:23][CH:22]=1, predict the reactants needed to synthesize it. The reactants are: C[O:2][C:3](=[O:25])[C:4]1[CH:9]=[CH:8][C:7]([O:10][CH2:11][CH:12]2[CH2:16][C:15](=[O:17])[N:14]([C:18]3[CH:23]=[CH:22][C:21]([F:24])=[CH:20][CH:19]=3)[CH2:13]2)=[CH:6][CH:5]=1.CO.O.O[Li].O.